This data is from Forward reaction prediction with 1.9M reactions from USPTO patents (1976-2016). The task is: Predict the product of the given reaction. (1) Given the reactants [CH3:1][N:2]1[C:6]([NH:7][NH2:8])=[C:5]([N+:9]([O-])=O)[C:4]([CH3:12])=[N:3]1.[ClH:13].O, predict the reaction product. The product is: [ClH:13].[ClH:13].[NH2:9][C:5]1[C:4]([CH3:12])=[N:3][N:2]([CH3:1])[C:6]=1[NH:7][NH2:8]. (2) Given the reactants [CH:1]1([N:7]([CH3:39])[C:8](=[O:38])[CH2:9][CH2:10][CH:11]([CH:32]2[CH2:37][CH2:36][O:35][CH2:34][CH2:33]2)[C:12]([C:30]#[N:31])=[CH:13][C:14]2[CH:19]=[C:18]([O:20][C:21]3[CH:26]=[CH:25][CH:24]=[CH:23][CH:22]=3)[CH:17]=[CH:16][C:15]=2[N+:27]([O-])=O)[CH2:6][CH2:5][CH2:4][CH2:3][CH2:2]1.[NH4+].[Cl-], predict the reaction product. The product is: [NH2:31][C:30]1[C:12]([CH:11]([CH:32]2[CH2:37][CH2:36][O:35][CH2:34][CH2:33]2)[CH2:10][CH2:9][C:8]([N:7]([CH:1]2[CH2:6][CH2:5][CH2:4][CH2:3][CH2:2]2)[CH3:39])=[O:38])=[CH:13][C:14]2[C:15](=[CH:16][CH:17]=[C:18]([O:20][C:21]3[CH:26]=[CH:25][CH:24]=[CH:23][CH:22]=3)[CH:19]=2)[N:27]=1. (3) Given the reactants [O:1]1[CH2:6][CH2:5][N:4]([CH2:7][CH2:8][NH:9][C:10](=[O:24])[C:11]2[CH:16]=[C:15]([C:17]([F:20])([F:19])[F:18])[CH:14]=[C:13]([N+:21]([O-])=O)[CH:12]=2)[CH2:3][CH2:2]1, predict the reaction product. The product is: [NH2:21][C:13]1[CH:12]=[C:11]([CH:16]=[C:15]([C:17]([F:20])([F:19])[F:18])[CH:14]=1)[C:10]([NH:9][CH2:8][CH2:7][N:4]1[CH2:3][CH2:2][O:1][CH2:6][CH2:5]1)=[O:24].